This data is from Forward reaction prediction with 1.9M reactions from USPTO patents (1976-2016). The task is: Predict the product of the given reaction. (1) Given the reactants [C:1]1([C:7]2[N:8]=[C:9]([C:18]3[C:22]([NH:23][C:24](=[O:33])[C:25]4[C:30]([F:31])=[CH:29][CH:28]=[CH:27][C:26]=4[F:32])=[CH:21][N:20](C4CCCCO4)[N:19]=3)[NH:10][C:11]=2[C:12]2[CH:17]=[CH:16][CH:15]=[CH:14][CH:13]=2)[CH:6]=[CH:5][CH:4]=[CH:3][CH:2]=1.CC1C=CC(S(O)(=O)=O)=CC=1, predict the reaction product. The product is: [C:12]1([C:11]2[N:10]=[C:9]([C:18]3[C:22]([NH:23][C:24](=[O:33])[C:25]4[C:26]([F:32])=[CH:27][CH:28]=[CH:29][C:30]=4[F:31])=[CH:21][NH:20][N:19]=3)[NH:8][C:7]=2[C:1]2[CH:2]=[CH:3][CH:4]=[CH:5][CH:6]=2)[CH:17]=[CH:16][CH:15]=[CH:14][CH:13]=1. (2) Given the reactants [CH2:1]([CH:3]([CH2:32][CH3:33])[C:4]([NH:6][C:7]1[CH:12]=[CH:11][C:10]([N:13]2[CH2:18][CH2:17][CH:16]([C:19](O)([C:24]3[CH:29]=[CH:28][CH:27]=[CH:26][CH:25]=3)[CH2:20][CH2:21][CH2:22][CH3:23])[CH2:15][CH2:14]2)=[C:9]([F:31])[CH:8]=1)=[O:5])[CH3:2].[SiH](CC)(CC)CC.C(O)(C(F)(F)F)=O, predict the reaction product. The product is: [CH2:32]([CH:3]([CH2:1][CH3:2])[C:4]([NH:6][C:7]1[CH:12]=[CH:11][C:10]([N:13]2[CH2:18][CH2:17][CH:16]([CH:19]([C:24]3[CH:29]=[CH:28][CH:27]=[CH:26][CH:25]=3)[CH2:20][CH2:21][CH2:22][CH3:23])[CH2:15][CH2:14]2)=[C:9]([F:31])[CH:8]=1)=[O:5])[CH3:33].